Regression/Classification. Given a drug SMILES string, predict its toxicity properties. Task type varies by dataset: regression for continuous values (e.g., LD50, hERG inhibition percentage) or binary classification for toxic/non-toxic outcomes (e.g., AMES mutagenicity, cardiotoxicity, hepatotoxicity). Dataset: herg_karim. From a dataset of hERG potassium channel inhibition data for cardiac toxicity prediction from Karim et al.. The compound is O=C(NC1CCCC1)c1ccc(-c2ccc3c(c2)CCN(CCN2CCCC2)C3=O)cc1. The result is 1 (blocker).